This data is from Forward reaction prediction with 1.9M reactions from USPTO patents (1976-2016). The task is: Predict the product of the given reaction. (1) The product is: [CH3:8][O:9][C:10](=[O:33])[CH2:11][C@H:12]1[C:16]2[CH:17]=[CH:18][C:19]([O:21][C@H:22]3[C:30]4[C:25](=[C:26]([O:32][C:34]5[CH:39]=[CH:38][CH:37]=[CH:36][CH:35]=5)[CH:27]=[CH:28][C:29]=4[F:31])[CH2:24][CH2:23]3)=[CH:20][C:15]=2[O:14][CH2:13]1. Given the reactants C(N(CC)CC)C.[CH3:8][O:9][C:10](=[O:33])[CH2:11][C@H:12]1[C:16]2[CH:17]=[CH:18][C:19]([O:21][C@H:22]3[C:30]4[C:25](=[C:26]([OH:32])[CH:27]=[CH:28][C:29]=4[F:31])[CH2:24][CH2:23]3)=[CH:20][C:15]=2[O:14][CH2:13]1.[C:34]1(B(O)O)[CH:39]=[CH:38][CH:37]=[CH:36][CH:35]=1, predict the reaction product. (2) Given the reactants [CH:1]1([C:6]2([CH2:14][CH2:15][C:16]3[CH:21]=[CH:20][C:19]([O:22]C(=O)C)=[C:18]([CH:26]([CH3:28])[CH3:27])[CH:17]=3)[CH2:11][C:10](=[O:12])[CH2:9][C:8](=[O:13])[O:7]2)[CH2:5][CH2:4][CH2:3][CH2:2]1.C1(C2(CCC3C=CC(OC(=O)C)=C(CC)C=3)CC(=O)CC(=O)O2)CCCC1, predict the reaction product. The product is: [CH:1]1([C:6]2([CH2:14][CH2:15][C:16]3[CH:21]=[CH:20][C:19]([OH:22])=[C:18]([CH:26]([CH3:28])[CH3:27])[CH:17]=3)[O:7][C:8](=[O:13])[CH2:9][C:10](=[O:12])[CH2:11]2)[CH2:5][CH2:4][CH2:3][CH2:2]1. (3) The product is: [CH2:1]([O:8][C@H:9]1[C@H:14]([O:15][CH2:16][C:17]2[CH:22]=[CH:21][CH:20]=[CH:19][CH:18]=2)[C@@H:13]([O:23][CH2:24][C:25]2[CH:26]=[CH:27][CH:28]=[CH:29][CH:30]=2)[C@@:12]([C:33]2[CH:38]=[CH:37][C:36]([Cl:39])=[C:35]([CH2:40][C:41]3[CH:46]=[CH:45][C:44]([O:47][CH3:48])=[C:43]([F:49])[C:42]=3[F:50])[CH:34]=2)([O:31][CH3:32])[O:11][C@@:10]1([CH2:66][OH:68])[CH:51]=[O:52])[C:2]1[CH:3]=[CH:4][CH:5]=[CH:6][CH:7]=1. Given the reactants [CH2:1]([O:8][C@H:9]1[C@H:14]([O:15][CH2:16][C:17]2[CH:22]=[CH:21][CH:20]=[CH:19][CH:18]=2)[C@@H:13]([O:23][CH2:24][C:25]2[CH:30]=[CH:29][CH:28]=[CH:27][CH:26]=2)[C@@:12]([C:33]2[CH:38]=[CH:37][C:36]([Cl:39])=[C:35]([CH2:40][C:41]3[CH:46]=[CH:45][C:44]([O:47][CH3:48])=[C:43]([F:49])[C:42]=3[F:50])[CH:34]=2)([O:31][CH3:32])[O:11][C@@H:10]1[CH:51]=[O:52])[C:2]1[CH:7]=[CH:6][CH:5]=[CH:4][CH:3]=1.N12CCCN=C1CCCCC2.C=O.[C:66](OCC)(=[O:68])C, predict the reaction product. (4) Given the reactants [CH:1]([O:4][C:5]1[CH:35]=[CH:34][C:8]([O:9][C:10]2[S:11][C:12]([C:15]3[CH:20]=[CH:19][C:18]([CH:21]([N:23]4C(=O)C5C(=CC=CC=5)C4=O)[CH3:22])=[CH:17][CH:16]=3)=[CH:13][N:14]=2)=[CH:7][CH:6]=1)([CH3:3])[CH3:2].O.NN, predict the reaction product. The product is: [CH:1]([O:4][C:5]1[CH:35]=[CH:34][C:8]([O:9][C:10]2[S:11][C:12]([C:15]3[CH:20]=[CH:19][C:18]([CH:21]([NH2:23])[CH3:22])=[CH:17][CH:16]=3)=[CH:13][N:14]=2)=[CH:7][CH:6]=1)([CH3:2])[CH3:3]. (5) Given the reactants [Cl:1][C:2]1[CH:7]=[CH:6][CH:5]=[CH:4][C:3]=1[S:8]([CH:11]1[CH2:15][C@@H:14]([C:16]([OH:18])=O)[C@H:13]([CH2:19][O:20][CH3:21])[CH2:12]1)(=[O:10])=[O:9].[CH2:22]1[C:24]([NH2:27])([C:25]#[N:26])[CH2:23]1.Cl, predict the reaction product. The product is: [C:25]([C:24]1([NH:27][C:16]([C@@H:14]2[CH2:15][CH:11]([S:8]([C:3]3[CH:4]=[CH:5][CH:6]=[CH:7][C:2]=3[Cl:1])(=[O:9])=[O:10])[CH2:12][C@H:13]2[CH2:19][O:20][CH3:21])=[O:18])[CH2:22][CH2:23]1)#[N:26]. (6) Given the reactants [OH:1][C:2]1[C:7]([C:8]([OH:10])=O)=[CH:6][N:5]=[C:4]([C:11]2[N:12]=[N:13][CH:14]=[CH:15][CH:16]=2)[N:3]=1.[NH2:17][CH:18]([C:34]1[CH:39]=[CH:38][C:37]([O:40][CH3:41])=[CH:36][CH:35]=1)[C:19]1[CH:33]=[CH:32][C:22]([CH2:23][P:24](=[O:31])([O:28][CH2:29][CH3:30])[O:25][CH2:26][CH3:27])=[CH:21][CH:20]=1.CN(C(ON1N=NC2C=CC=NC1=2)=[N+](C)C)C.F[P-](F)(F)(F)(F)F.CCN(C(C)C)C(C)C, predict the reaction product. The product is: [OH:1][C:2]1[C:7]([C:8]([NH:17][CH:18]([C:34]2[CH:35]=[CH:36][C:37]([O:40][CH3:41])=[CH:38][CH:39]=2)[C:19]2[CH:20]=[CH:21][C:22]([CH2:23][P:24](=[O:31])([O:28][CH2:29][CH3:30])[O:25][CH2:26][CH3:27])=[CH:32][CH:33]=2)=[O:10])=[CH:6][N:5]=[C:4]([C:11]2[N:12]=[N:13][CH:14]=[CH:15][CH:16]=2)[N:3]=1.